This data is from Full USPTO retrosynthesis dataset with 1.9M reactions from patents (1976-2016). The task is: Predict the reactants needed to synthesize the given product. (1) The reactants are: [C:1]([C:3]1[N:4]=[CH:5][C:6]([NH:9][C:10]2[CH:15]=[C:14]([NH:16][CH2:17][CH:18]3[CH2:23][CH2:22][N:21](C(OC(C)(C)C)=O)[CH2:20][CH2:19]3)[C:13]([C:31]3[O:35][N:34]=[C:33]([CH3:36])[N:32]=3)=[CH:12][N:11]=2)=[N:7][CH:8]=1)#[N:2].FC(F)(F)C(O)=O. Given the product [CH3:36][C:33]1[N:32]=[C:31]([C:13]2[C:14]([NH:16][CH2:17][CH:18]3[CH2:23][CH2:22][NH:21][CH2:20][CH2:19]3)=[CH:15][C:10]([NH:9][C:6]3[N:7]=[CH:8][C:3]([C:1]#[N:2])=[N:4][CH:5]=3)=[N:11][CH:12]=2)[O:35][N:34]=1, predict the reactants needed to synthesize it. (2) Given the product [CH2:31]([C@@H:9]1[NH:8][CH2:13][CH2:12][N:11]([C:14]2[C:15]3[C:29]([CH:38]4[CH2:40][CH2:39]4)=[CH:28][N:27]=[CH:26][C:16]=3[N:17]=[C:18]([N:20]3[CH2:25][CH2:24][O:23][CH2:22][CH2:21]3)[N:19]=2)[CH2:10]1)[C:32]1[CH:37]=[CH:36][CH:35]=[CH:34][CH:33]=1, predict the reactants needed to synthesize it. The reactants are: C(OC([N:8]1[CH2:13][CH2:12][N:11]([C:14]2[C:15]3[C:29](Br)=[CH:28][N:27]=[CH:26][C:16]=3[N:17]=[C:18]([N:20]3[CH2:25][CH2:24][O:23][CH2:22][CH2:21]3)[N:19]=2)[CH2:10][C@@H:9]1[CH2:31][C:32]1[CH:37]=[CH:36][CH:35]=[CH:34][CH:33]=1)=O)(C)(C)C.[CH:38]1(B(O)O)[CH2:40][CH2:39]1. (3) Given the product [CH2:25]([O:24][C:5]1[CH:4]=[CH:3][C:2]([NH:1][S:33]([C:31]2[N:30]=[CH:29][N:28]([CH3:27])[CH:32]=2)(=[O:35])=[O:34])=[CH:7][C:6]=1[C:8]1[NH:13][C:12](=[O:14])[C:11]2=[C:15]([CH3:23])[N:16]=[C:17]([CH:18]3[CH2:22][CH2:21][CH2:20][CH2:19]3)[N:10]2[N:9]=1)[CH3:26], predict the reactants needed to synthesize it. The reactants are: [NH2:1][C:2]1[CH:3]=[CH:4][C:5]([O:24][CH2:25][CH3:26])=[C:6]([C:8]2[NH:13][C:12](=[O:14])[C:11]3=[C:15]([CH3:23])[N:16]=[C:17]([CH:18]4[CH2:22][CH2:21][CH2:20][CH2:19]4)[N:10]3[N:9]=2)[CH:7]=1.[CH3:27][N:28]1[CH:32]=[C:31]([S:33](Cl)(=[O:35])=[O:34])[N:30]=[CH:29]1.N1C=CC=CC=1. (4) The reactants are: [C:1]([O:5][C:6]([N:8]1[CH2:13][CH2:12][N:11]([C:14]2[C:18](Cl)=[N:17][S:16][N:15]=2)[CH2:10][CH2:9]1)=[O:7])([CH3:4])([CH3:3])[CH3:2].[N:20]1[CH:25]=[CH:24][C:23]([CH2:26][OH:27])=[CH:22][CH:21]=1.C(C(CCC)[O-])(C)(C)C.[K+].C(O)(C)(C)C. Given the product [C:1]([O:5][C:6]([N:8]1[CH2:13][CH2:12][N:11]([C:14]2[C:18]([O:27][CH2:26][C:23]3[CH:24]=[CH:25][N:20]=[CH:21][CH:22]=3)=[N:17][S:16][N:15]=2)[CH2:10][CH2:9]1)=[O:7])([CH3:4])([CH3:3])[CH3:2], predict the reactants needed to synthesize it. (5) Given the product [C:29]([N:26]1[CH2:27][CH2:28][C@@H:24]([O:23][C:5]2[CH:4]=[C:3]([F:2])[CH:8]=[CH:7][C:6]=2[NH:9][C:10]2[C:11]3[C:18]([CH3:19])=[C:17]([C:20]([NH2:22])=[O:21])[S:16][C:12]=3[N:13]=[CH:14][N:15]=2)[CH2:25]1)(=[O:31])[CH3:30], predict the reactants needed to synthesize it. The reactants are: Cl.[F:2][C:3]1[CH:8]=[CH:7][C:6]([NH:9][C:10]2[C:11]3[C:18]([CH3:19])=[C:17]([C:20]([NH2:22])=[O:21])[S:16][C:12]=3[N:13]=[CH:14][N:15]=2)=[C:5]([O:23][C@@H:24]2[CH2:28][CH2:27][NH:26][CH2:25]2)[CH:4]=1.[C:29](OC(=O)C)(=[O:31])[CH3:30]. (6) Given the product [CH3:1][O:2][C:3]1[CH:8]=[CH:7][C:6]([CH2:9][CH:10]([NH:11][CH:21]=[O:22])[C:12]2([CH3:15])[CH2:13][CH2:14]2)=[CH:5][C:4]=1[O:16][CH2:17][CH2:18][O:19][CH3:20], predict the reactants needed to synthesize it. The reactants are: [CH3:1][O:2][C:3]1[CH:8]=[CH:7][C:6]([CH2:9][CH:10]([C:12]2([CH3:15])[CH2:14][CH2:13]2)[NH2:11])=[CH:5][C:4]=1[O:16][CH2:17][CH2:18][O:19][CH3:20].[CH:21](O)=[O:22].